Dataset: Reaction yield outcomes from USPTO patents with 853,638 reactions. Task: Predict the reaction yield, written as a fraction of the theoretical maximum amount of product (1.0 means a 100% yield; for example, 0.34 means a 34% yield). (1) The reactants are [N:1]1[CH:2]=[CH:3][N:4]2[CH:9]=[CH:8][CH:7]=[C:6]([C:10]#[N:11])[C:5]=12.[I:12]N1C(=O)CCC1=O. The catalyst is ClCCl. The product is [I:12][C:3]1[N:4]2[CH:9]=[CH:8][CH:7]=[C:6]([C:10]#[N:11])[C:5]2=[N:1][CH:2]=1. The yield is 0.800. (2) The reactants are [S:1](Cl)(Cl)(=[O:3])=[O:2].[CH:6]1([NH2:12])[CH2:11][CH2:10][CH2:9][CH2:8][CH2:7]1.C([N:15]([CH2:18][CH3:19])CC)C.O. The catalyst is ClCCl. The product is [CH:6]1([NH:12][S:1]([NH:15][CH:18]2[CH2:19][CH2:8][CH2:7][CH2:6][CH2:11]2)(=[O:3])=[O:2])[CH2:11][CH2:10][CH2:9][CH2:8][CH2:7]1. The yield is 0.450. (3) The reactants are [C:1]1(=[O:11])[O:6][C:4](=O)[C:3]2=[CH:7][CH:8]=[CH:9][CH:10]=[C:2]12.[NH2:12][CH2:13][CH2:14][CH2:15][CH2:16][CH2:17][OH:18]. The catalyst is C1(C)C=CC=CC=1. The product is [OH:18][CH2:17][CH2:16][CH2:15][CH2:14][CH2:13][N:12]1[C:1](=[O:11])[C:2]2=[CH:10][CH:9]=[CH:8][CH:7]=[C:3]2[C:4]1=[O:6]. The yield is 0.880. (4) The reactants are [OH:1][C:2]1[C:3](=[O:20])[CH:4]=[C:5]([CH2:8][NH:9][S:10]([C:13]2[CH:18]=[CH:17][CH:16]=[C:15]([CH3:19])[CH:14]=2)(=[O:12])=[O:11])[O:6][CH:7]=1.[OH:21][C:22]1C(=O)C=C(CNS(C2C=CC=CC=2)(=O)=O)OC=1CO. No catalyst specified. The product is [OH:1][C:2]1[C:3](=[O:20])[CH:4]=[C:5]([CH2:8][NH:9][S:10]([C:13]2[CH:18]=[CH:17][CH:16]=[C:15]([CH3:19])[CH:14]=2)(=[O:12])=[O:11])[O:6][C:7]=1[CH2:22][OH:21]. The yield is 0.453.